Predict the reactants needed to synthesize the given product. From a dataset of Full USPTO retrosynthesis dataset with 1.9M reactions from patents (1976-2016). Given the product [CH3:24][O:23][C:19]1[CH:18]=[C:17]([C:4]2[NH:5][CH:6]=[C:2]([C:41]3[CH2:42][CH2:43][N:44]4[C@H:39]([CH:40]=3)[CH2:38][C@@H:37]([C:31]3[CH:32]=[CH:33][CH:34]=[CH:35][CH:36]=3)[CH2:45]4)[C:3]=2[C:25]2[CH:26]=[CH:27][N:28]=[CH:29][CH:30]=2)[CH:22]=[CH:21][CH:20]=1, predict the reactants needed to synthesize it. The reactants are: Br[C:2]1[C:3]([C:25]2[CH:30]=[CH:29][N:28]=[CH:27][CH:26]=2)=[C:4]([C:17]2[CH:22]=[CH:21][CH:20]=[C:19]([O:23][CH3:24])[CH:18]=2)[N:5]([Si](C(C)C)(C(C)C)C(C)C)[CH:6]=1.[C:31]1([C@H:37]2[CH2:45][N:44]3[C@H:39]([CH2:40][C:41](=O)[CH2:42][CH2:43]3)[CH2:38]2)[CH:36]=[CH:35][CH:34]=[CH:33][CH:32]=1.C(OCC)(=O)C.C(N)(C)C.